From a dataset of TCR-epitope binding with 47,182 pairs between 192 epitopes and 23,139 TCRs. Binary Classification. Given a T-cell receptor sequence (or CDR3 region) and an epitope sequence, predict whether binding occurs between them. (1) The epitope is GTITSGWTF. The TCR CDR3 sequence is CASSEEWSSYNEQFF. Result: 0 (the TCR does not bind to the epitope). (2) Result: 0 (the TCR does not bind to the epitope). The epitope is KLNVGDYFV. The TCR CDR3 sequence is CASSVGTTPYEQYF. (3) The epitope is KRWIILGLNK. The TCR CDR3 sequence is CASSSLGTGGYGYTF. Result: 0 (the TCR does not bind to the epitope). (4) The epitope is GVAMPNLYK. The TCR CDR3 sequence is CASSLVLGRETEAFF. Result: 0 (the TCR does not bind to the epitope). (5) The epitope is CTELKLSDY. The TCR CDR3 sequence is CASSLGGSYGYTF. Result: 0 (the TCR does not bind to the epitope). (6) The epitope is RQLLFVVEV. The TCR CDR3 sequence is CASNQVTGTGAYGYTF. Result: 0 (the TCR does not bind to the epitope). (7) The epitope is KLPDDFTGCV. The TCR CDR3 sequence is CASSQSGDDPPFRQPQHF. Result: 1 (the TCR binds to the epitope).